This data is from NCI-60 drug combinations with 297,098 pairs across 59 cell lines. The task is: Regression. Given two drug SMILES strings and cell line genomic features, predict the synergy score measuring deviation from expected non-interaction effect. (1) Drug 1: C1CNP(=O)(OC1)N(CCCl)CCCl. Drug 2: CC1C(C(CC(O1)OC2CC(CC3=C2C(=C4C(=C3O)C(=O)C5=C(C4=O)C(=CC=C5)OC)O)(C(=O)CO)O)N)O.Cl. Cell line: A549. Synergy scores: CSS=34.8, Synergy_ZIP=-0.436, Synergy_Bliss=-3.58, Synergy_Loewe=-35.2, Synergy_HSA=-2.95. (2) Drug 1: C1=CN(C(=O)N=C1N)C2C(C(C(O2)CO)O)O.Cl. Drug 2: C(CN)CNCCSP(=O)(O)O. Cell line: HCT-15. Synergy scores: CSS=23.5, Synergy_ZIP=1.40, Synergy_Bliss=3.88, Synergy_Loewe=-29.5, Synergy_HSA=0.980.